This data is from Full USPTO retrosynthesis dataset with 1.9M reactions from patents (1976-2016). The task is: Predict the reactants needed to synthesize the given product. (1) Given the product [CH3:1][CH2:2][N:3]1[C:24]2[CH:25]=[CH:26][C:27]([S:29]([O-:32])(=[O:31])=[O:30])=[CH:28][C:23]=2[S:22]/[C:4]/1=[N:5]\[N:6]=[C:7]1/[S:8][C:9]2[CH:17]=[C:16]([S:18]([O-:21])(=[O:20])=[O:19])[CH:15]=[CH:14][C:10]=2[N:11]/1[CH2:12][CH3:13].[NH4+:33].[NH4+:3].[OH:35][OH:36], predict the reactants needed to synthesize it. The reactants are: [CH3:1][CH2:2][N:3]1[C:24]2[CH:25]=[CH:26][C:27]([S:29]([O-:32])(=[O:31])=[O:30])=[CH:28][C:23]=2[S:22]/[C:4]/1=[N:5]\[N:6]=[C:7]1/[S:8][C:9]2[CH:17]=[C:16]([S:18]([O-:21])(=[O:20])=[O:19])[CH:15]=[CH:14][C:10]=2[N:11]/1[CH2:12][CH3:13].[NH4+:33].[NH4+].[OH:35][OH:36]. (2) The reactants are: [H-].[Na+].[N:3]1[CH:8]=[CH:7][CH:6]=[C:5]([CH2:9][OH:10])[CH:4]=1.Br[CH:12](C)[C:13]([O:15][C:16]([CH3:19])([CH3:18])[CH3:17])=[O:14].O. Given the product [N:3]1[CH:8]=[CH:7][CH:6]=[C:5]([CH2:9][O:10][CH2:12][C:13]([O:15][C:16]([CH3:19])([CH3:18])[CH3:17])=[O:14])[CH:4]=1, predict the reactants needed to synthesize it.